Dataset: Catalyst prediction with 721,799 reactions and 888 catalyst types from USPTO. Task: Predict which catalyst facilitates the given reaction. (1) Reactant: [O:1]=[P:2]12[O:13]P3(OP(OP(O3)([O:9]1)=O)(=O)[O:3]2)=O.P(=O)(O)(O)O.[NH2:20][C:21]([CH3:54])([CH2:24][CH2:25][C:26]1[CH:27]=[C:28]2[C:51](=[CH:52][CH:53]=1)[C:32]1=[N:33][O:34][C:35]([C:36]3[C:40]([C:41]([F:44])([F:43])[F:42])=[C:39]([C:45]4[CH:50]=[CH:49][CH:48]=[CH:47][CH:46]=4)[O:38][N:37]=3)=[C:31]1[CH2:30][CH2:29]2)[CH2:22]O.O. Product: [P:2]([OH:13])([OH:9])([O:3][CH2:54][C:21]([NH2:20])([CH3:22])[CH2:24][CH2:25][C:26]1[CH:27]=[C:28]2[C:51](=[CH:52][CH:53]=1)[C:32]1=[N:33][O:34][C:35]([C:36]3[C:40]([C:41]([F:44])([F:43])[F:42])=[C:39]([C:45]4[CH:46]=[CH:47][CH:48]=[CH:49][CH:50]=4)[O:38][N:37]=3)=[C:31]1[CH2:30][CH2:29]2)=[O:1]. The catalyst class is: 138. (2) Reactant: NCC1C=CC=CC=1COC1C=C(C)N(CC2C=CC=CC=2)C(=O)C=1Br.C(N(CC)CC)C.C(C1C=C(NC(=O)OC2C=CC([N+]([O-])=O)=CC=2)N(C2C=CC=C(F)C=2)N=1)(C)(C)C.[Br:63][C:64]1[C:65](=[O:109])[N:66]([CH2:100][C:101]2[CH:106]=[CH:105][C:104](OC)=[CH:103][CH:102]=2)[C:67]([CH3:99])=[CH:68][C:69]=1[O:70][CH2:71][C:72]1[CH:98]=[CH:97][CH:96]=[CH:95][C:73]=1[CH2:74][NH:75][C:76]([NH:78][C:79]1[N:83]([C:84]2[CH:89]=[CH:88][CH:87]=[C:86]([F:90])[CH:85]=2)[N:82]=[C:81]([C:91]([CH3:94])([CH3:93])[CH3:92])[CH:80]=1)=[O:77]. Product: [CH2:100]([N:66]1[C:67]([CH3:99])=[CH:68][C:69]([O:70][CH2:71][C:72]2[CH:98]=[CH:97][CH:96]=[CH:95][C:73]=2[CH2:74][NH:75][C:76]([NH:78][C:79]2[N:83]([C:84]3[CH:89]=[CH:88][CH:87]=[C:86]([F:90])[CH:85]=3)[N:82]=[C:81]([C:91]([CH3:93])([CH3:94])[CH3:92])[CH:80]=2)=[O:77])=[C:64]([Br:63])[C:65]1=[O:109])[C:101]1[CH:106]=[CH:105][CH:104]=[CH:103][CH:102]=1. The catalyst class is: 2. (3) Reactant: [CH2:1]([N:3]([CH2:6][CH3:7])[CH2:4][CH3:5])C.COS(OC)(=O)=O.[O:15]=[C:16]1[C:25]2[NH:26][CH:27]=[CH:28][C:24]=2[C:23]2[CH:22]=[C:21]([S:29](=[O:38])(=[O:37])[NH:30][CH:31]3CCNCC3)[CH:20]=[CH:19][C:18]=2[NH:17]1.[CH:39]1([C:44]([O-:46])=[O:45])[CH2:43][CH2:42][CH2:41][CH2:40]1.N. Product: [CH3:1][N:3]1[CH2:6][CH2:7][CH:31]([NH:30][S:29]([C:21]2[CH:20]=[CH:19][C:18]3[NH:17][C:16](=[O:15])[C:25]4[NH:26][CH:27]=[CH:28][C:24]=4[C:23]=3[CH:22]=2)(=[O:37])=[O:38])[CH2:5][CH2:4]1.[CH:39]1([C:44]([O-:46])=[O:45])[CH2:43][CH2:42][CH2:41][CH2:40]1. The catalyst class is: 35.